Task: Predict the product of the given reaction.. Dataset: Forward reaction prediction with 1.9M reactions from USPTO patents (1976-2016) (1) Given the reactants [NH:1]1[C:9]2[C:4](=[CH:5][CH:6]=[C:7]([C:10]([OH:12])=O)[CH:8]=2)[CH:3]=[N:2]1.[CH:13]([N:16](CC)C(C)C)(C)C.F[P-](F)(F)(F)(F)F.N1(O[P+](N2CCCC2)(N2CCCC2)N2CCCC2)C2C=CC=CC=2N=N1.CN, predict the reaction product. The product is: [CH3:13][NH:16][C:10]([C:7]1[CH:8]=[C:9]2[C:4]([CH:3]=[N:2][NH:1]2)=[CH:5][CH:6]=1)=[O:12]. (2) Given the reactants [F:1][C:2]1[CH:7]=[CH:6][C:5]([S:8]([NH:11][C:12]2[CH:17]=[CH:16][C:15]([CH:18]([CH3:20])[CH3:19])=[CH:14][N:13]=2)(=[O:10])=[O:9])=[CH:4][CH:3]=1.[CH3:21][CH:22]([CH3:26])[CH:23](O)[CH3:24].C(#N)C, predict the reaction product. The product is: [F:1][C:2]1[CH:3]=[CH:4][C:5]([S:8]([N:11]([C:12]2[CH:17]=[CH:16][C:15]([CH:18]([CH3:20])[CH3:19])=[CH:14][N:13]=2)[CH:23]([CH:22]([CH3:26])[CH3:21])[CH3:24])(=[O:10])=[O:9])=[CH:6][CH:7]=1. (3) Given the reactants [Cl:1][C:2]1[CH:6]=[C:5]([Cl:7])[N:4]([CH2:8][O:9][CH2:10][CH2:11][Si:12]([CH3:15])([CH3:14])[CH3:13])[C:3]=1[C:16]([OH:18])=O.C[N:20](C(ON1N=NC2C=CC=NC1=2)=[N+](C)C)C.F[P-](F)(F)(F)(F)F.CCN(C(C)C)C(C)C.N, predict the reaction product. The product is: [Cl:1][C:2]1[CH:6]=[C:5]([Cl:7])[N:4]([CH2:8][O:9][CH2:10][CH2:11][Si:12]([CH3:15])([CH3:14])[CH3:13])[C:3]=1[C:16]([NH2:20])=[O:18]. (4) Given the reactants [NH:1](C(OCC1C=CC=CC=1)=O)[C@H:2]([C:10]([N:12]1[CH2:23][CH2:22][CH2:21][C@@H:13]1[C:14]([O:16][C:17]([CH3:20])([CH3:19])[CH3:18])=[O:15])=[O:11])[CH2:3][C:4]1[CH:9]=[CH:8][CH:7]=[CH:6][CH:5]=1, predict the reaction product. The product is: [NH2:1][C@H:2]([C:10]([N:12]1[CH2:23][CH2:22][CH2:21][C@@H:13]1[C:14]([O:16][C:17]([CH3:18])([CH3:19])[CH3:20])=[O:15])=[O:11])[CH2:3][C:4]1[CH:5]=[CH:6][CH:7]=[CH:8][CH:9]=1. (5) The product is: [Cl:1][C:2]1[CH:3]=[C:4]2[C:9](=[CH:10][C:11]=1[O:12][C:13]1[CH:21]=[CH:20][C:16]([C:17](=[O:19])[NH:36][CH2:35][CH2:34][C:30]3[CH:31]=[CH:32][CH:33]=[C:28]([Cl:27])[CH:29]=3)=[CH:15][CH:14]=1)[O:8][CH2:7][CH2:6][CH:5]2[C:22]([O:24][CH2:25][CH3:26])=[O:23]. Given the reactants [Cl:1][C:2]1[CH:3]=[C:4]2[C:9](=[CH:10][C:11]=1[O:12][C:13]1[CH:21]=[CH:20][C:16]([C:17]([OH:19])=O)=[CH:15][CH:14]=1)[O:8][CH2:7][CH2:6][CH:5]2[C:22]([O:24][CH2:25][CH3:26])=[O:23].[Cl:27][C:28]1[CH:29]=[C:30]([CH2:34][CH2:35][NH2:36])[CH:31]=[CH:32][CH:33]=1.Cl.CN(C)CCCN=C=NCC.ON1C2N=CC=CC=2N=N1, predict the reaction product. (6) The product is: [F:1][C:2]1[CH:7]=[CH:6][CH:5]=[CH:4][C:3]=1[N:8]1[C:16]2[C:11](=[C:12]([N:17]3[CH2:24][C@@H:23]4[C@@H:19]([CH2:20][NH:21][CH2:22]4)[C:18]3=[O:33])[CH:13]=[CH:14][CH:15]=2)[CH:10]=[N:9]1. Given the reactants [F:1][C:2]1[CH:7]=[CH:6][CH:5]=[CH:4][C:3]=1[N:8]1[C:16]2[C:11](=[C:12]([N:17]3[CH2:24][C@@H:23]4[C@@H:19]([CH2:20][N:21]([C@@H](C5C=CC=CC=5)C)[CH2:22]4)[C:18]3=[O:33])[CH:13]=[CH:14][CH:15]=2)[CH:10]=[N:9]1, predict the reaction product.